This data is from NCI-60 drug combinations with 297,098 pairs across 59 cell lines. The task is: Regression. Given two drug SMILES strings and cell line genomic features, predict the synergy score measuring deviation from expected non-interaction effect. Drug 1: CC1=C2C(C(=O)C3(C(CC4C(C3C(C(C2(C)C)(CC1OC(=O)C(C(C5=CC=CC=C5)NC(=O)C6=CC=CC=C6)O)O)OC(=O)C7=CC=CC=C7)(CO4)OC(=O)C)O)C)OC(=O)C. Drug 2: CC(C)(C#N)C1=CC(=CC(=C1)CN2C=NC=N2)C(C)(C)C#N. Cell line: SNB-19. Synergy scores: CSS=1.05, Synergy_ZIP=-0.275, Synergy_Bliss=-1.64, Synergy_Loewe=-1.04, Synergy_HSA=-1.57.